This data is from Catalyst prediction with 721,799 reactions and 888 catalyst types from USPTO. The task is: Predict which catalyst facilitates the given reaction. Reactant: [Cl:1][C:2]1[CH:7]=[CH:6][C:5]([CH:8]([C:37]2[CH:42]=[CH:41][C:40]([Cl:43])=[CH:39][CH:38]=2)[C:9]2[CH:10]=[C:11]3[C:16](=[CH:17][CH:18]=2)[N:15]=[CH:14][N:13]=[C:12]3[NH:19][CH:20]2[CH2:25][CH2:24][N:23]([C:26]3[CH:31]=[CH:30][C:29]([CH2:32][C:33]([O:35]C)=[O:34])=[CH:28][CH:27]=3)[CH2:22][CH2:21]2)=[CH:4][CH:3]=1.Cl. Product: [Cl:1][C:2]1[CH:7]=[CH:6][C:5]([CH:8]([C:37]2[CH:38]=[CH:39][C:40]([Cl:43])=[CH:41][CH:42]=2)[C:9]2[CH:10]=[C:11]3[C:16](=[CH:17][CH:18]=2)[N:15]=[CH:14][N:13]=[C:12]3[NH:19][CH:20]2[CH2:21][CH2:22][N:23]([C:26]3[CH:31]=[CH:30][C:29]([CH2:32][C:33]([OH:35])=[O:34])=[CH:28][CH:27]=3)[CH2:24][CH2:25]2)=[CH:4][CH:3]=1. The catalyst class is: 5.